Dataset: Full USPTO retrosynthesis dataset with 1.9M reactions from patents (1976-2016). Task: Predict the reactants needed to synthesize the given product. Given the product [CH3:22][C:16]1[CH:17]=[CH:18][CH:19]=[C:20]([CH3:21])[C:15]=1[CH2:14][NH:13][C:4]1[C:5]2[N:6]([C:8]([CH3:12])=[C:9]([CH3:11])[N:10]=2)[CH:7]=[C:2]([N:23]2[CH:27]=[N:26][CH:25]=[N:24]2)[CH:3]=1, predict the reactants needed to synthesize it. The reactants are: Br[C:2]1[CH:3]=[C:4]([NH:13][CH2:14][C:15]2[C:20]([CH3:21])=[CH:19][CH:18]=[CH:17][C:16]=2[CH3:22])[C:5]2[N:6]([C:8]([CH3:12])=[C:9]([CH3:11])[N:10]=2)[CH:7]=1.[NH:23]1[CH:27]=[N:26][CH:25]=[N:24]1.C(=O)([O-])[O-].[Cs+].[Cs+].CNCCNC.